From a dataset of Forward reaction prediction with 1.9M reactions from USPTO patents (1976-2016). Predict the product of the given reaction. (1) Given the reactants [NH:1]1[CH2:6][CH2:5][CH:4]([C:7]2[S:8][CH:9]=[C:10]([C:12]3[CH:20]=[CH:19][C:15]([C:16]([OH:18])=[O:17])=[CH:14][CH:13]=3)[N:11]=2)[CH2:3][CH2:2]1.[CH2:21]=O, predict the reaction product. The product is: [CH3:21][N:1]1[CH2:6][CH2:5][CH:4]([C:7]2[S:8][CH:9]=[C:10]([C:12]3[CH:20]=[CH:19][C:15]([C:16]([OH:18])=[O:17])=[CH:14][CH:13]=3)[N:11]=2)[CH2:3][CH2:2]1. (2) Given the reactants [Cl:1][C:2]1[CH:7]=[C:6](/[CH:8]=[CH:9]/[CH:10]([C:15]2[CH:20]=[C:19]([Cl:21])[C:18]([Cl:22])=[C:17]([Cl:23])[CH:16]=2)[C:11]([F:14])([F:13])[F:12])[CH:5]=[CH:4][C:3]=1[CH2:24][NH2:25].[CH3:26][N:27]([CH3:31])[C:28](Cl)=[O:29], predict the reaction product. The product is: [Cl:1][C:2]1[CH:7]=[C:6](/[CH:8]=[CH:9]/[CH:10]([C:15]2[CH:20]=[C:19]([Cl:21])[C:18]([Cl:22])=[C:17]([Cl:23])[CH:16]=2)[C:11]([F:14])([F:13])[F:12])[CH:5]=[CH:4][C:3]=1[CH2:24][NH:25][C:28](=[O:29])[N:27]([CH3:31])[CH3:26]. (3) Given the reactants [NH2:1][C@@H:2]([C:7]([OH:9])=[O:8])[CH2:3][CH:4]([CH3:6])[CH3:5].N[C@H](C(O)=O)C(C)C.N[C@@H](C(O)=O)C(C)C.N[C@H](C(O)=O)CCSC.N[C@@H](C(O)=O)CCSC, predict the reaction product. The product is: [NH2:1][C@H:2]([C:7]([OH:9])=[O:8])[CH2:3][CH:4]([CH3:6])[CH3:5]. (4) Given the reactants Cl[C:2]1[N:7]([CH2:8][C:9]2[CH:14]=[CH:13][C:12]([C:15]3[C:16]([C:21]#[N:22])=[CH:17][CH:18]=[CH:19][CH:20]=3)=[CH:11][CH:10]=2)[C:6](=[O:23])[NH:5][C:4](=[O:24])[CH:3]=1.[Na].[F:26][C:27]([F:31])([F:30])[CH2:28][OH:29], predict the reaction product. The product is: [O:23]=[C:6]1[NH:5][C:4](=[O:24])[CH:3]=[C:2]([O:29][CH2:28][C:27]([F:31])([F:30])[F:26])[N:7]1[CH2:8][C:9]1[CH:14]=[CH:13][C:12]([C:15]2[C:16]([C:21]#[N:22])=[CH:17][CH:18]=[CH:19][CH:20]=2)=[CH:11][CH:10]=1. (5) Given the reactants [Br:1][C:2]1[CH:3]=[CH:4][C:5](F)=[C:6]([CH:9]=1)[CH:7]=O.O.[NH2:12][NH2:13].O.C(OCC)(=O)C, predict the reaction product. The product is: [Br:1][C:2]1[CH:9]=[C:6]2[C:5](=[CH:4][CH:3]=1)[NH:13][N:12]=[CH:7]2. (6) Given the reactants [CH:1]([C:3]1[N:4]([CH2:9][C:10]([O:12][CH2:13][CH3:14])=[O:11])[CH:5]=[C:6](I)[CH:7]=1)=[O:2].P([O-])([O-])([O-])=O.[K+].[K+].[K+].[C:23]1(B(O)O)[CH:28]=[CH:27][CH:26]=[CH:25][CH:24]=1, predict the reaction product. The product is: [CH:1]([C:3]1[N:4]([CH2:9][C:10]([O:12][CH2:13][CH3:14])=[O:11])[CH:5]=[C:6]([C:23]2[CH:28]=[CH:27][CH:26]=[CH:25][CH:24]=2)[CH:7]=1)=[O:2]. (7) Given the reactants [CH2:1]([O:8][CH2:9][CH2:10][CH2:11][O:12][C:13]1[C:14]([B:22]2[O:26][C:25]([CH3:28])(C)C(C)[O:23]2)=[C:15]([CH:18]=[C:19]([Cl:21])[CH:20]=1)C=O)[C:2]1[CH:7]=[CH:6][CH:5]=[CH:4][CH:3]=1.[N+:30](C)([O-:32])=[O:31].[OH-].[Na+].Cl, predict the reaction product. The product is: [CH2:1]([O:8][CH2:9][CH2:10][CH2:11][O:12][C:13]1[C:14]2[B:22]([OH:23])[O:26][CH:25]([CH2:28][N+:30]([O-:32])=[O:31])[C:15]=2[CH:18]=[C:19]([Cl:21])[CH:20]=1)[C:2]1[CH:3]=[CH:4][CH:5]=[CH:6][CH:7]=1. (8) Given the reactants [Cl:1][C:2]1[N:3]=[C:4](Cl)[C:5]2[CH:10]=[CH:9][N:8]([S:11]([C:14]3[CH:19]=[CH:18][C:17]([CH3:20])=[CH:16][CH:15]=3)(=[O:13])=[O:12])[C:6]=2[N:7]=1.[NH2:22][C:23]1[C:24]([C:33]([NH2:35])=[O:34])=[CH:25][C:26]2[C:31]([CH:32]=1)=[CH:30][CH:29]=[CH:28][CH:27]=2, predict the reaction product. The product is: [Cl:1][C:2]1[N:3]=[C:4]([NH:22][C:23]2[C:24]([C:33]([NH2:35])=[O:34])=[CH:25][C:26]3[C:31]([CH:32]=2)=[CH:30][CH:29]=[CH:28][CH:27]=3)[C:5]2[CH:10]=[CH:9][N:8]([S:11]([C:14]3[CH:19]=[CH:18][C:17]([CH3:20])=[CH:16][CH:15]=3)(=[O:13])=[O:12])[C:6]=2[N:7]=1. (9) Given the reactants C([O-])(=O)C.[O:5]=[C:6]1[N:11]([CH2:12][C:13]2[CH:14]=[C:15]([CH:19]=[CH:20][CH:21]=2)[C:16]([NH2:18])=[NH2+:17])[N:10]=[C:9]([C:22]2[CH:27]=[C:26]([F:28])[C:25]([F:29])=[C:24]([F:30])[CH:23]=2)[CH:8]=[CH:7]1.[Cl:31][CH:32]([CH:35]=O)[CH:33]=O, predict the reaction product. The product is: [Cl:31][C:32]1[CH:33]=[N:17][C:16]([C:15]2[CH:14]=[C:13]([CH:21]=[CH:20][CH:19]=2)[CH2:12][N:11]2[C:6](=[O:5])[CH:7]=[CH:8][C:9]([C:22]3[CH:23]=[C:24]([F:30])[C:25]([F:29])=[C:26]([F:28])[CH:27]=3)=[N:10]2)=[N:18][CH:35]=1. (10) Given the reactants [CH3:1][O:2][C:3]1[CH:22]=[CH:21][C:6]([CH2:7][N:8]2[C:12]([NH2:13])=[C:11]([C:14]3[CH:15]=[N:16][C:17](F)=[CH:18][CH:19]=3)[CH:10]=[N:9]2)=[CH:5][CH:4]=1.[NH:23]1[CH2:27][CH2:26][CH2:25][CH2:24]1, predict the reaction product. The product is: [CH3:1][O:2][C:3]1[CH:22]=[CH:21][C:6]([CH2:7][N:8]2[C:12]([NH2:13])=[C:11]([C:14]3[CH:15]=[N:16][C:17]([N:23]4[CH2:27][CH2:26][CH2:25][CH2:24]4)=[CH:18][CH:19]=3)[CH:10]=[N:9]2)=[CH:5][CH:4]=1.